This data is from Forward reaction prediction with 1.9M reactions from USPTO patents (1976-2016). The task is: Predict the product of the given reaction. (1) Given the reactants [K+].[C:2]([C@@H:4]([CH2:9][CH:10]([CH3:12])[CH3:11])[CH2:5][C:6]([O-:8])=[O:7])#[N:3], predict the reaction product. The product is: [CH3:12][CH:10]([CH2:9][C@H:4]([CH2:2][NH2:3])[CH2:5][C:6]([OH:8])=[O:7])[CH3:11]. (2) Given the reactants [Br:1][C:2]1[C:7]([CH3:8])=[CH:6][C:5]([N+:9]([O-])=O)=[CH:4][N:3]=1.C(O)(C)C.O.C(=O)([O-])[O-].[K+].[K+], predict the reaction product. The product is: [NH2:9][C:5]1[CH:6]=[C:7]([CH3:8])[C:2]([Br:1])=[N:3][CH:4]=1. (3) Given the reactants [C:1]([OH:6])(=O)[C@H:2]([CH3:4])[OH:3].O.ON1C2C=CC=CC=2N=N1.Cl.C(N=C=NCCCN(C)C)C.C(N(CC)CC)C.[CH:37]1([CH2:40][N:41]2[C:49]([N:50]3[CH2:55][CH2:54][NH:53][C@H:52]([CH3:56])[CH2:51]3)=[N:48][C:47]3[C:42]2=[N:43][C:44]([C:63]2[CH:64]=[N:65][C:66]([NH2:69])=[N:67][CH:68]=2)=[N:45][C:46]=3[N:57]2[CH2:62][CH2:61][O:60][CH2:59][CH2:58]2)[CH2:39][CH2:38]1, predict the reaction product. The product is: [NH2:69][C:66]1[N:65]=[CH:64][C:63]([C:44]2[N:43]=[C:42]3[C:47]([N:48]=[C:49]([N:50]4[CH2:55][CH2:54][N:53]([C:1](=[O:6])[C@@H:2]([OH:3])[CH3:4])[C@H:52]([CH3:56])[CH2:51]4)[N:41]3[CH2:40][CH:37]3[CH2:39][CH2:38]3)=[C:46]([N:57]3[CH2:62][CH2:61][O:60][CH2:59][CH2:58]3)[N:45]=2)=[CH:68][N:67]=1. (4) Given the reactants [NH2:1][CH2:2][C:3]1[CH:24]=[CH:23][C:6]([C:7]([N:9]([CH2:16][C:17]2[CH:22]=[CH:21][CH:20]=[CH:19][CH:18]=2)[N:10]2[CH2:15][CH2:14][O:13][CH2:12][CH2:11]2)=[O:8])=[CH:5][CH:4]=1.C(N(CC)C(C)C)(C)C.[S:34]1[CH:38]=[CH:37][CH:36]=[C:35]1[C:39](Cl)=[O:40].C([O-])(O)=O.[Na+], predict the reaction product. The product is: [CH2:16]([N:9]([N:10]1[CH2:15][CH2:14][O:13][CH2:12][CH2:11]1)[C:7]([C:6]1[CH:5]=[CH:4][C:3]([CH2:2][NH:1][C:39]([C:35]2[S:34][CH:38]=[CH:37][CH:36]=2)=[O:40])=[CH:24][CH:23]=1)=[O:8])[C:17]1[CH:18]=[CH:19][CH:20]=[CH:21][CH:22]=1.